Dataset: Full USPTO retrosynthesis dataset with 1.9M reactions from patents (1976-2016). Task: Predict the reactants needed to synthesize the given product. (1) Given the product [C:1]([O:20][CH2:21][CH2:22][CH2:23][O:24][CH2:25][CH2:26][O:27][S:28]([C:31]1[CH:37]=[CH:36][C:34]([CH3:35])=[CH:33][CH:32]=1)(=[O:30])=[O:29])([C:8]1[CH:13]=[CH:12][CH:11]=[CH:10][CH:9]=1)([C:14]1[CH:15]=[CH:16][CH:17]=[CH:18][CH:19]=1)[C:2]1[CH:3]=[CH:4][CH:5]=[CH:6][CH:7]=1, predict the reactants needed to synthesize it. The reactants are: [C:1]([O:20][CH2:21][CH2:22][CH2:23][O:24][CH2:25][CH2:26][OH:27])([C:14]1[CH:19]=[CH:18][CH:17]=[CH:16][CH:15]=1)([C:8]1[CH:13]=[CH:12][CH:11]=[CH:10][CH:9]=1)[C:2]1[CH:7]=[CH:6][CH:5]=[CH:4][CH:3]=1.[S:28](Cl)([C:31]1[CH:37]=[CH:36][C:34]([CH3:35])=[CH:33][CH:32]=1)(=[O:30])=[O:29]. (2) Given the product [CH2:30]([N:29]([CH2:32][CH3:33])[CH2:28][CH2:27][CH2:26][CH:24]([NH:23][C:5]1[C:6]2[C:7](=[O:19])[C:8]3[C:13](=[C:12]([OH:17])[CH:11]=[CH:10][C:9]=3[OH:18])[C:14](=[O:16])[C:15]=2[C:2]([NH:23][CH:24]([CH2:26][CH2:27][CH2:28][N:29]([CH2:32][CH3:33])[CH2:30][CH3:31])[CH3:25])=[C:3]([F:22])[C:4]=1[F:21])[CH3:25])[CH3:31], predict the reactants needed to synthesize it. The reactants are: F[C:2]1[C:15]2[C:14](=[O:16])[C:13]3[C:8](=[C:9]([OH:18])[CH:10]=[CH:11][C:12]=3[OH:17])[C:7](=[O:19])[C:6]=2[C:5](F)=[C:4]([F:21])[C:3]=1[F:22].[NH2:23][CH:24]([CH2:26][CH2:27][CH2:28][N:29]([CH2:32][CH3:33])[CH2:30][CH3:31])[CH3:25]. (3) Given the product [ClH:30].[CH3:1][C:2]1[C:3]2[C:4]3[CH2:16][O:15][CH:14]([CH:17]4[CH2:22][CH2:21][NH:20][CH2:19][CH2:18]4)[CH2:13][C:5]=3[NH:6][C:7](=[O:12])[C:8]=2[CH:9]=[CH:10][CH:11]=1, predict the reactants needed to synthesize it. The reactants are: [CH3:1][C:2]1[C:3]2[C:4]3[CH2:16][O:15][CH:14]([CH:17]4[CH2:22][CH2:21][N:20](C(OC(C)(C)C)=O)[CH2:19][CH2:18]4)[CH2:13][C:5]=3[NH:6][C:7](=[O:12])[C:8]=2[CH:9]=[CH:10][CH:11]=1.[ClH:30].